Dataset: Reaction yield outcomes from USPTO patents with 853,638 reactions. Task: Predict the reaction yield, written as a fraction of the theoretical maximum amount of product (1.0 means a 100% yield; for example, 0.34 means a 34% yield). The reactants are [CH2:1]([N:3]([CH2:10][CH3:11])[C:4]1[CH:9]=[CH:8][CH:7]=[CH:6][CH:5]=1)[CH3:2].FC(F)(F)S(O[C:18]1[CH:23]=CC=[CH:20][C:19]=1[Si](C)(C)C)(=O)=O.[F-].[K+].C1OCCOCCOCCOCCOCCOC1. The catalyst is C1COCC1. The product is [CH2:10]([N:3]([C:1]1[CH:20]=[CH:19][CH:18]=[CH:23][CH:2]=1)[C:4]1[CH:9]=[CH:8][CH:7]=[CH:6][CH:5]=1)[CH3:11]. The yield is 0.610.